This data is from CYP2D6 substrate classification data from Carbon-Mangels et al.. The task is: Regression/Classification. Given a drug SMILES string, predict its absorption, distribution, metabolism, or excretion properties. Task type varies by dataset: regression for continuous measurements (e.g., permeability, clearance, half-life) or binary classification for categorical outcomes (e.g., BBB penetration, CYP inhibition). Dataset: cyp2d6_substrate_carbonmangels. The drug is CN(C)CC(Oc1ccccc1)Oc1ccccc1. The result is 0 (non-substrate).